From a dataset of Forward reaction prediction with 1.9M reactions from USPTO patents (1976-2016). Predict the product of the given reaction. (1) Given the reactants C1C=CC(COC([NH:11][CH2:12][C:13](O)=[O:14])=O)=CC=1.C(Cl)(=O)C(Cl)=O.[C:22]([O:26][C:27]([NH:29][CH2:30][C:31]1[C:32]([C:50]2[CH:55]=[CH:54][C:53]([CH3:56])=[CH:52][CH:51]=2)=[C:33]([CH2:42][NH:43][CH2:44][C:45](OCC)=[O:46])[C:34]([CH3:41])=[N:35][C:36]=1[CH2:37][CH:38]([CH3:40])[CH3:39])=[O:28])([CH3:25])([CH3:24])[CH3:23].N1C=CC=CC=1, predict the reaction product. The product is: [O:14]=[C:13]1[CH2:12][NH:11][C:45](=[O:46])[CH2:44][N:43]1[CH2:42][C:33]1[C:32]([C:50]2[CH:55]=[CH:54][C:53]([CH3:56])=[CH:52][CH:51]=2)=[C:31]([CH2:30][NH:29][C:27](=[O:28])[O:26][C:22]([CH3:25])([CH3:24])[CH3:23])[C:36]([CH2:37][CH:38]([CH3:39])[CH3:40])=[N:35][C:34]=1[CH3:41]. (2) Given the reactants [CH2:1]([O:8][C@H:9]1[C@H:14]([O:15][CH2:16][C:17]2[CH:22]=[CH:21][CH:20]=[CH:19][CH:18]=2)[C@@H:13]([O:23][CH2:24][C:25]2[CH:30]=[CH:29][CH:28]=[CH:27][CH:26]=2)[CH:12]([C:31]2[CH:36]=[CH:35][C:34]([Cl:37])=[C:33]([CH2:38][C:39]3[CH:44]=[CH:43][C:42]([O:45][CH2:46][CH3:47])=[CH:41][CH:40]=3)[CH:32]=2)[NH:11][CH:10]1[CH2:48][O:49][CH2:50][C:51]1[CH:56]=[CH:55][CH:54]=[CH:53][CH:52]=1)[C:2]1[CH:7]=[CH:6][CH:5]=[CH:4][CH:3]=1.[C:57](=O)([O-])[O-].[K+].[K+].IC, predict the reaction product. The product is: [CH2:1]([O:8][C@H:9]1[C@H:14]([O:15][CH2:16][C:17]2[CH:18]=[CH:19][CH:20]=[CH:21][CH:22]=2)[C@@H:13]([O:23][CH2:24][C:25]2[CH:30]=[CH:29][CH:28]=[CH:27][CH:26]=2)[CH:12]([C:31]2[CH:36]=[CH:35][C:34]([Cl:37])=[C:33]([CH2:38][C:39]3[CH:40]=[CH:41][C:42]([O:45][CH2:46][CH3:47])=[CH:43][CH:44]=3)[CH:32]=2)[N:11]([CH3:57])[CH:10]1[CH2:48][O:49][CH2:50][C:51]1[CH:52]=[CH:53][CH:54]=[CH:55][CH:56]=1)[C:2]1[CH:7]=[CH:6][CH:5]=[CH:4][CH:3]=1.